From a dataset of Reaction yield outcomes from USPTO patents with 853,638 reactions. Predict the reaction yield, written as a fraction of the theoretical maximum amount of product (1.0 means a 100% yield; for example, 0.34 means a 34% yield). (1) The reactants are [Br:1][C:2]1[CH:10]=[C:6]([C:7]([OH:9])=O)[C:5]([OH:11])=[CH:4][CH:3]=1.[CH2:12]([O:14][C:15]([C:17]1[S:21][C:20]([NH2:22])=[N:19][C:18]=1[C:23]1[CH:28]=[CH:27][CH:26]=[CH:25][CH:24]=1)=[O:16])[CH3:13]. No catalyst specified. The product is [CH2:12]([O:14][C:15]([C:17]1[S:21][C:20]([NH:22][C:7](=[O:9])[C:6]2[CH:10]=[C:2]([Br:1])[CH:3]=[CH:4][C:5]=2[OH:11])=[N:19][C:18]=1[C:23]1[CH:28]=[CH:27][CH:26]=[CH:25][CH:24]=1)=[O:16])[CH3:13]. The yield is 0.286. (2) The reactants are N1C=NN=N1.[CH2:6]([O:8][C:9]1[CH:10]=[C:11]([C:15]2[CH:20]=[C:19]([C:21]([CH3:24])([CH3:23])[CH3:22])[C:18]([OH:25])=[CH:17][C:16]=2[NH:26][C:27]([C:29]2[C:38](=[O:39])[C:37]3[C:32](=[CH:33][CH:34]=[CH:35][CH:36]=3)[NH:31][CH:30]=2)=[O:28])[CH:12]=[CH:13][CH:14]=1)[CH3:7].C(N(C(C)C)[P:44]([O:53][CH2:54][C:55]1[CH:60]=[CH:59][CH:58]=[CH:57][CH:56]=1)[O:45][CH2:46][C:47]1[CH:52]=[CH:51][CH:50]=[CH:49][CH:48]=1)(C)C.C([O:68]O)(C)(C)C. The catalyst is ClCCl. The product is [C:21]([C:19]1[C:18]([O:25][P:44](=[O:68])([O:45][CH2:46][C:47]2[CH:48]=[CH:49][CH:50]=[CH:51][CH:52]=2)[O:53][CH2:54][C:55]2[CH:56]=[CH:57][CH:58]=[CH:59][CH:60]=2)=[CH:17][C:16]([NH:26][C:27]([C:29]2[C:38](=[O:39])[C:37]3[C:32](=[CH:33][CH:34]=[CH:35][CH:36]=3)[NH:31][CH:30]=2)=[O:28])=[C:15]([C:11]2[CH:12]=[CH:13][CH:14]=[C:9]([O:8][CH2:6][CH3:7])[CH:10]=2)[CH:20]=1)([CH3:24])([CH3:23])[CH3:22]. The yield is 0.830. (3) The reactants are Cl[C:2]1[CH:7]=[C:6]([Cl:8])[N:5]=[CH:4][N:3]=1.Cl.[CH3:10][O:11][C:12]1[CH:19]=[C:18]([O:20][CH3:21])[CH:17]=[C:16]([O:22][CH3:23])[C:13]=1[CH2:14][NH2:15].CCN(C(C)C)C(C)C.CCCCO. The catalyst is O. The product is [CH3:23][O:22][C:16]1[CH:17]=[C:18]([O:20][CH3:21])[CH:19]=[C:12]([O:11][CH3:10])[C:13]=1[CH2:14][NH:15][C:2]1[CH:7]=[C:6]([Cl:8])[N:5]=[CH:4][N:3]=1. The yield is 0.900. (4) The reactants are [NH:1]1[C:9]2[C:4](=[CH:5][CH:6]=[CH:7][CH:8]=2)[CH:3]=[CH:2]1.Cl.O.[NH:12]1[CH2:17][CH2:16][C:15](=O)[CH2:14][CH2:13]1.[OH-].[K+].O. The catalyst is CO. The product is [NH:12]1[CH2:13][CH:14]=[C:15]([C:3]2[C:4]3[C:9](=[CH:8][CH:7]=[CH:6][CH:5]=3)[NH:1][CH:2]=2)[CH2:16][CH2:17]1. The yield is 0.870. (5) The reactants are [O:1]=[C:2]1[N:8]([CH2:9][C:10]#[CH:11])[C:7]2[CH:12]=[CH:13][CH:14]=[CH:15][C:6]=2[O:5][C@H:4]([C:16]2[CH:21]=[CH:20][CH:19]=[CH:18][CH:17]=2)[C@@H:3]1[NH:22]C(=O)OC(C)(C)C.FC(F)(F)C(O)=O. The catalyst is ClCCl. The product is [NH2:22][C@@H:3]1[C:2](=[O:1])[N:8]([CH2:9][C:10]#[CH:11])[C:7]2[CH:12]=[CH:13][CH:14]=[CH:15][C:6]=2[O:5][C@@H:4]1[C:16]1[CH:21]=[CH:20][CH:19]=[CH:18][CH:17]=1. The yield is 0.990.